This data is from Catalyst prediction with 721,799 reactions and 888 catalyst types from USPTO. The task is: Predict which catalyst facilitates the given reaction. (1) Reactant: C([O:8][C:9]1[CH:17]=[C:16]2[C:12]([CH:13]=[CH:14][N:15]2[C:18]2[N:22]([CH3:23])[N:21]=[C:20]([CH3:24])[C:19]=2/[CH:25]=[CH:26]/[C:27]([O:29][CH2:30][CH3:31])=[O:28])=[CH:11][CH:10]=1)C1C=CC=CC=1.B(Br)(Br)Br. Product: [OH:8][C:9]1[CH:17]=[C:16]2[C:12]([CH:13]=[CH:14][N:15]2[C:18]2[N:22]([CH3:23])[N:21]=[C:20]([CH3:24])[C:19]=2/[CH:25]=[CH:26]/[C:27]([O:29][CH2:30][CH3:31])=[O:28])=[CH:11][CH:10]=1. The catalyst class is: 4. (2) Product: [Cl:1][C:2]1[C:6]([Cl:7])=[C:5]([CH3:8])[NH:4][C:3]=1[C:9]([NH:11][CH:12]1[CH2:17][CH2:16][N:15]([C:18]2[S:19][C:20]([C:26]([O:28][CH2:29][CH3:30])=[O:27])=[C:21]([CH2:23][OH:24])[N:22]=2)[CH2:14][CH2:13]1)=[O:10]. Reactant: [Cl:1][C:2]1[C:6]([Cl:7])=[C:5]([CH3:8])[NH:4][C:3]=1[C:9]([NH:11][CH:12]1[CH2:17][CH2:16][N:15]([C:18]2[S:19][C:20]([C:26]([O:28][CH2:29][CH3:30])=[O:27])=[C:21]([CH2:23][O:24]C)[N:22]=2)[CH2:14][CH2:13]1)=[O:10].B(Br)(Br)Br.C(Cl)Cl. The catalyst class is: 2. (3) Reactant: [CH2:1]([C:8]1[C:9]([O:19][CH2:20][C:21]2[CH:26]=[CH:25][CH:24]=[CH:23][CH:22]=2)=[C:10]([CH2:14][CH:15]([OH:18])[CH2:16][OH:17])[CH:11]=[CH:12][CH:13]=1)[C:2]1[CH:7]=[CH:6][CH:5]=[CH:4][CH:3]=1.[C:27]1([CH3:37])[CH:32]=[CH:31][C:30]([S:33](Cl)(=[O:35])=[O:34])=[CH:29][CH:28]=1. Product: [CH3:37][C:27]1[CH:32]=[CH:31][C:30]([S:33]([O:17][CH2:16][CH:15]([OH:18])[CH2:14][C:10]2[CH:11]=[CH:12][CH:13]=[C:8]([CH2:1][C:2]3[CH:3]=[CH:4][CH:5]=[CH:6][CH:7]=3)[C:9]=2[O:19][CH2:20][C:21]2[CH:26]=[CH:25][CH:24]=[CH:23][CH:22]=2)(=[O:35])=[O:34])=[CH:29][CH:28]=1. The catalyst class is: 17. (4) Product: [N+:14](=[C:25]1[C:26](=[O:30])[CH2:27][CH2:28][CH2:29][C:24]1=[O:31])=[N-:15]. Reactant: C(NC1C=CC(S([N:14]=[N+:15]=[N-])(=O)=O)=CC=1)(=O)C.C(N(CC)CC)C.[C:24]1(=[O:31])[CH2:29][CH2:28][CH2:27][C:26](=[O:30])[CH2:25]1. The catalyst class is: 4. (5) Reactant: Br[C:2]1[C:3]([N:19]2[C:23]([CH3:24])=[CH:22][C:21]([C:25]([F:28])([F:27])[F:26])=[N:20]2)=[N:4][C:5]([NH:8][C:9]2[CH:14]=[C:13]([O:15][CH3:16])[CH:12]=[C:11]([O:17][CH3:18])[CH:10]=2)=[N:6][CH:7]=1.[O:29]=[S:30]1(=[O:43])[C:34]2[CH:35]=[CH:36][C:37](B(O)O)=[CH:38][C:33]=2[C:32](=[O:42])[NH:31]1.C(Cl)Cl.C(=O)([O-])[O-].[Na+].[Na+]. Product: [CH3:18][O:17][C:11]1[CH:10]=[C:9]([NH:8][C:5]2[N:4]=[C:3]([N:19]3[C:23]([CH3:24])=[CH:22][C:21]([C:25]([F:28])([F:27])[F:26])=[N:20]3)[C:2]([C:37]3[CH:36]=[CH:35][C:34]4[S:30](=[O:43])(=[O:29])[NH:31][C:32](=[O:42])[C:33]=4[CH:38]=3)=[CH:7][N:6]=2)[CH:14]=[C:13]([O:15][CH3:16])[CH:12]=1. The catalyst class is: 647.